This data is from Full USPTO retrosynthesis dataset with 1.9M reactions from patents (1976-2016). The task is: Predict the reactants needed to synthesize the given product. (1) Given the product [Br:40][C:41]1[CH:46]=[C:45]([N+:47]([O-:49])=[O:48])[CH:44]=[CH:43][C:42]=1[C:50]([OH:28])=[O:27], predict the reactants needed to synthesize it. The reactants are: NC1C=CC(C(N[C@@H](CCSC)C(OC)=O)=O)=C(CC2C=CC=CC=2)C=1.[OH2:27].[OH2:28].[Cr](O[Cr]([O-])(=O)=O)([O-])(=O)=O.[Na+].[Na+].[Br:40][C:41]1[CH:46]=[C:45]([N+:47]([O-:49])=[O:48])[CH:44]=[CH:43][C:42]=1[CH3:50].S(=O)(=O)(O)O. (2) Given the product [CH2:29]([C:31]1[CH:32]=[CH:33][C:34]([CH2:37][NH:2][CH:3]2[CH2:4][CH2:5][N:6]([CH2:9][CH2:10][N:11]3[C:20]4[C:15](=[N:16][CH:17]=[C:18]([O:21][CH3:22])[CH:19]=4)[CH:14]=[CH:13][C:12]3=[O:23])[CH2:7][CH2:8]2)=[N:35][CH:36]=1)[CH3:30], predict the reactants needed to synthesize it. The reactants are: Cl.[NH2:2][CH:3]1[CH2:8][CH2:7][N:6]([CH2:9][CH2:10][N:11]2[C:20]3[C:15](=[N:16][CH:17]=[C:18]([O:21][CH3:22])[CH:19]=3)[CH:14]=[CH:13][C:12]2=[O:23])[CH2:5][CH2:4]1.C[O-].[Na+].CO.[CH2:29]([C:31]1[CH:32]=[CH:33][C:34]([CH:37]=O)=[N:35][CH:36]=1)[CH3:30].C([BH3-])#N.[Na+].C(=O)([O-])O.[Na+]. (3) Given the product [C:18]([O:21][C@H:22]1[C@@H:31]2[O:32][C:33]([CH3:36])([CH3:35])[O:34][C@@:30]32[C@@H:25]([C@H:26]([C:38]([CH3:39])=[C:42]([Cl:46])[Cl:43])[CH2:27][CH2:28][C@H:29]3[CH3:37])[CH:24]=[C:23]1[CH3:41])(=[O:20])[CH3:19], predict the reactants needed to synthesize it. The reactants are: [Cl-].[Li+].C([Li])CCC.P(=O)([O-])OC(CC)(CC)Cl.[C:18]([O:21][CH:22]1[CH:31]2[O:32][C:33]([CH3:36])([CH3:35])[O:34][C:30]32[CH:25]([CH:26]([C:38](=O)[CH3:39])[CH2:27][CH2:28][CH:29]3[CH3:37])[CH:24]=[C:23]1[CH3:41])(=[O:20])[CH3:19].[C:42]([Cl:46])(Cl)(Cl)[Cl:43]. (4) Given the product [O:26]=[C:12]1[C:11]2([CH2:27][O:1][C:2]3[CH:10]=[C:9]4[C:5](=[CH:4][C:3]2=3)[CH2:6][CH2:7][CH2:8]4)[C:19]2[C:14](=[CH:15][CH:16]=[CH:17][CH:18]=2)[N:13]1[CH2:20][C:21]([O:23][CH2:24][CH3:25])=[O:22], predict the reactants needed to synthesize it. The reactants are: [OH:1][C:2]1[CH:10]=[C:9]2[C:5]([CH2:6][CH2:7][CH2:8]2)=[CH:4][C:3]=1[C:11]1([CH2:27]O)[C:19]2[C:14](=[CH:15][CH:16]=[CH:17][CH:18]=2)[N:13]([CH2:20][C:21]([O:23][CH2:24][CH3:25])=[O:22])[C:12]1=[O:26].C1(P(C2C=CC=CC=2)C2C=CC=CC=2)C=CC=CC=1.N(C(OCC)=O)=NC(OCC)=O. (5) Given the product [CH3:1][NH:2][C:3]1[C:8]([CH:9]=[CH:16][N+:13]([O-:15])=[O:14])=[CH:7][N:6]=[C:5]([S:11][CH3:12])[N:4]=1, predict the reactants needed to synthesize it. The reactants are: [CH3:1][NH:2][C:3]1[C:8]([CH:9]=O)=[CH:7][N:6]=[C:5]([S:11][CH3:12])[N:4]=1.[N+:13]([CH3:16])([O-:15])=[O:14].C([O-])(=O)C.[NH4+].